Dataset: Reaction yield outcomes from USPTO patents with 853,638 reactions. Task: Predict the reaction yield, written as a fraction of the theoretical maximum amount of product (1.0 means a 100% yield; for example, 0.34 means a 34% yield). (1) The reactants are [C:1]1([CH2:7][O:8][C:9]2[CH:17]=[CH:16][CH:15]=[CH:14][C:10]=2[C:11]([OH:13])=[O:12])[CH:6]=[CH:5][CH:4]=[CH:3][CH:2]=1.[Br:18][CH2:19][CH2:20][CH2:21]O.Cl.CN(C)CCCN=C=NCC. The catalyst is CN(C)C1C=CN=CC=1.ClCCl. The product is [C:1]1([CH2:7][O:8][C:9]2[CH:17]=[CH:16][CH:15]=[CH:14][C:10]=2[C:11]([O:13][CH2:21][CH2:20][CH2:19][Br:18])=[O:12])[CH:2]=[CH:3][CH:4]=[CH:5][CH:6]=1. The yield is 0.580. (2) The reactants are [CH3:1][NH:2][C:3]([C:5]1[S:6][C:7]2[CH:13]=[CH:12][CH:11]=[CH:10][C:8]=2[CH:9]=1)=O.[H-].[H-].[H-].[H-].[Li+].[Al+3]. The catalyst is C1COCC1. The product is [CH3:1][NH:2][CH2:3][C:5]1[S:6][C:7]2[CH:13]=[CH:12][CH:11]=[CH:10][C:8]=2[CH:9]=1. The yield is 0.990.